This data is from Catalyst prediction with 721,799 reactions and 888 catalyst types from USPTO. The task is: Predict which catalyst facilitates the given reaction. Reactant: Br[C:2]1[CH:3]=[C:4]([O:8][CH3:9])[CH:5]=[CH:6][CH:7]=1.[C:10]1(=[O:17])[CH2:15][CH2:14][CH2:13][C:12](=[O:16])[CH2:11]1.C(=O)([O-])[O-].[K+].[K+].N1CCC[C@H]1C(O)=O. Product: [CH3:9][O:8][C:4]1[CH:3]=[C:2]([CH:11]2[C:12](=[O:16])[CH2:13][CH2:14][CH2:15][C:10]2=[O:17])[CH:7]=[CH:6][CH:5]=1. The catalyst class is: 846.